The task is: Predict the reactants needed to synthesize the given product.. This data is from Full USPTO retrosynthesis dataset with 1.9M reactions from patents (1976-2016). (1) Given the product [CH:35]1([CH2:34][N:31]2[C:32](=[O:33])[C:27]3[C:26]([C:41]4[CH:46]=[CH:45][CH:44]=[CH:43][CH:42]=4)=[C:25]([C:55]4[CH:56]=[CH:57][C:58]([C:61]5([NH:65][C:66](=[O:72])[O:67][C:68]([CH3:70])([CH3:69])[CH3:71])[CH2:62][CH2:63][CH2:64]5)=[CH:59][CH:60]=4)[O:40][C:28]=3[N:29]=[C:30]2[S:38][CH3:39])[CH2:37][CH2:36]1, predict the reactants needed to synthesize it. The reactants are: BrC1OC2N=C(SC)N=C(OCC3CC3)C=2C=1C1C=CC=CC=1.Br[C:25]1[O:40][C:28]2[N:29]=[C:30]([S:38][CH3:39])[N:31]([CH2:34][CH:35]3[CH2:37][CH2:36]3)[C:32](=[O:33])[C:27]=2[C:26]=1[C:41]1[CH:46]=[CH:45][CH:44]=[CH:43][CH:42]=1.CC1(C)C(C)(C)OB([C:55]2[CH:60]=[CH:59][C:58]([C:61]3([NH:65][C:66](=[O:72])[O:67][C:68]([CH3:71])([CH3:70])[CH3:69])[CH2:64][CH2:63][CH2:62]3)=[CH:57][CH:56]=2)O1.P([O-])([O-])([O-])=O.[K+].[K+].[K+]. (2) The reactants are: Br[C:2]1[CH:11]=[C:10]2[C:5]([C:6]([CH3:25])=[C:7]([C:14]([NH:16][CH2:17][C:18]3[CH:23]=[CH:22][CH:21]=[C:20]([F:24])[CH:19]=3)=[O:15])[C:8](=[O:13])[N:9]2[CH3:12])=[CH:4][CH:3]=1.[CH3:26][N:27](CCN(C)C)C.CCOC(C)=O.CCCCCC. Given the product [C:26]([C:2]1[CH:11]=[C:10]2[C:5]([C:6]([CH3:25])=[C:7]([C:14]([NH:16][CH2:17][C:18]3[CH:23]=[CH:22][CH:21]=[C:20]([F:24])[CH:19]=3)=[O:15])[C:8](=[O:13])[N:9]2[CH3:12])=[CH:4][CH:3]=1)#[N:27], predict the reactants needed to synthesize it. (3) Given the product [CH3:56][O:55][C:53](=[O:54])[CH2:52][O:44][C:9]1[C:8]([C:4]2[CH:5]=[CH:6][CH:7]=[C:2]([Cl:1])[CH:3]=2)=[CH:13][C:12]([C:14](=[O:36])[NH:15][CH2:16][CH2:17][CH2:18][CH2:19][CH2:20][CH2:21][O:22][C:23](=[O:35])[NH:24][C:25]2[C:34]3[C:29](=[CH:30][CH:31]=[CH:32][CH:33]=3)[CH:28]=[CH:27][CH:26]=2)=[CH:11][C:10]=1[C:37]1[CH:42]=[CH:41][CH:40]=[C:39]([Cl:43])[CH:38]=1, predict the reactants needed to synthesize it. The reactants are: [Cl:1][C:2]1[CH:3]=[C:4]([C:8]2[CH:13]=[C:12]([C:14](=[O:36])[NH:15][CH2:16][CH2:17][CH2:18][CH2:19][CH2:20][CH2:21][O:22][C:23](=[O:35])[NH:24][C:25]3[C:34]4[C:29](=[CH:30][CH:31]=[CH:32][CH:33]=4)[CH:28]=[CH:27][CH:26]=3)[CH:11]=[C:10]([C:37]3[CH:42]=[CH:41][CH:40]=[C:39]([Cl:43])[CH:38]=3)[C:9]=2[OH:44])[CH:5]=[CH:6][CH:7]=1.C([O-])([O-])=O.[K+].[K+].Br[CH2:52][C:53]([O:55][CH3:56])=[O:54]. (4) Given the product [CH3:13][C@@H:12]1[C@H:7]2[C:8](=[C:2]([CH3:1])[CH2:3][CH2:4][C@@H:5]([C:14]([CH3:16])=[CH2:15])[CH2:6]2)[CH2:9][CH2:11]1, predict the reactants needed to synthesize it. The reactants are: [CH3:1][C@@H:2]1[C:8]2[C:9]([CH2:11][C@H:12]([CH3:13])[C:7]=2[CH2:6][C@H:5]([C:14]([CH3:16])=[CH2:15])[CH2:4][CH2:3]1)=O.C[C@@H]1[C@H]2C(=C(C)CC[C@@H](C(C)=C)C2)[C@H](O)C1.C[C@@H]1[C@H]2C(=C(C)CC[C@@H](C(C)=C)C2)[C@@H](O)C1. (5) Given the product [C:1]([O:5][C:6](=[O:25])[N:7]([CH2:8][CH2:9][C:10]1[CH:15]=[CH:14][CH:13]=[C:12]([CH:16]=[O:17])[CH:11]=1)[CH2:18][CH2:19][CH2:20][CH2:21][CH2:22][CH2:23][CH3:24])([CH3:2])([CH3:3])[CH3:4], predict the reactants needed to synthesize it. The reactants are: [C:1]([O:5][C:6](=[O:25])[N:7]([CH2:18][CH2:19][CH2:20][CH2:21][CH2:22][CH2:23][CH3:24])[CH2:8][CH2:9][C:10]1[CH:15]=[CH:14][CH:13]=[C:12]([CH2:16][OH:17])[CH:11]=1)([CH3:4])([CH3:3])[CH3:2]. (6) Given the product [CH2:17]([N:20]1[C:24]2[CH2:25][CH:26]([C:30]([O:32][CH2:33][CH3:34])=[O:31])[C:27]3[C:12](=[O:14])[CH2:11][C:2]4([NH:1][C:28]=3[C:23]=2[N:22]=[C:21]1[CH3:35])[CH2:3][C:4]1[C:9](=[CH:8][CH:7]=[CH:6][CH:5]=1)[CH2:10]4)[CH:18]=[CH2:19], predict the reactants needed to synthesize it. The reactants are: [NH2:1][C:2]1([CH2:11][C:12]([O:14]CC)=O)[CH2:10][C:9]2[C:4](=[CH:5][CH:6]=[CH:7][CH:8]=2)[CH2:3]1.[CH2:17]([N:20]1[C:24]2[CH2:25][CH:26]([C:30]([O:32][CH2:33][CH3:34])=[O:31])[CH2:27][C:28](=O)[C:23]=2[N:22]=[C:21]1[CH3:35])[CH:18]=[CH2:19].